This data is from Reaction yield outcomes from USPTO patents with 853,638 reactions. The task is: Predict the reaction yield, written as a fraction of the theoretical maximum amount of product (1.0 means a 100% yield; for example, 0.34 means a 34% yield). The catalyst is O1CCCC1.[O-]CC.[Ti+4].[O-]CC.[O-]CC.[O-]CC. The reactants are [Br:1][C:2]1[CH:3]=[CH:4][C:5]([F:12])=[C:6]([C:8](=O)[CH2:9][F:10])[CH:7]=1.[CH3:13][C:14]([S@:17]([NH2:19])=[O:18])([CH3:16])[CH3:15].O.CCOC(C)=O. The product is [Br:1][C:2]1[CH:3]=[CH:4][C:5]([F:12])=[C:6](/[C:8](=[N:19]/[S@@:17]([C:14]([CH3:16])([CH3:15])[CH3:13])=[O:18])/[CH2:9][F:10])[CH:7]=1. The yield is 0.850.